Dataset: Full USPTO retrosynthesis dataset with 1.9M reactions from patents (1976-2016). Task: Predict the reactants needed to synthesize the given product. (1) The reactants are: [CH3:1][S:2](Cl)(=[O:4])=[O:3].[NH2:6][C:7]1[C:8]2[N:9]([C:13]([C@H:25]3[CH2:30][CH2:29][C@H:28]([CH2:31][NH2:32])[CH2:27][CH2:26]3)=[N:14][C:15]=2[C:16]2[NH:17][C:18]3[C:23]([CH:24]=2)=[CH:22][CH:21]=[CH:20][CH:19]=3)[CH:10]=[CH:11][N:12]=1.CCN(C(C)C)C(C)C. Given the product [NH2:6][C:7]1[C:8]2[N:9]([C:13]([CH:25]3[CH2:26][CH2:27][CH:28]([CH2:31][NH:32][S:2]([CH3:1])(=[O:4])=[O:3])[CH2:29][CH2:30]3)=[N:14][C:15]=2[C:16]2[NH:17][C:18]3[C:23]([CH:24]=2)=[CH:22][CH:21]=[CH:20][CH:19]=3)[CH:10]=[CH:11][N:12]=1, predict the reactants needed to synthesize it. (2) The reactants are: ClC1N=C(OC2C=CC(N)=C(C)C=2)C=CN=1.[Cl:17][C:18]1[N:23]=[C:22]([O:24][C:25]2[CH:30]=[CH:29][C:28]([N+:31]([O-])=O)=[C:27]([C:34]([F:37])([F:36])[F:35])[CH:26]=2)[CH:21]=[CH:20][N:19]=1. Given the product [Cl:17][C:18]1[N:23]=[C:22]([O:24][C:25]2[CH:30]=[CH:29][C:28]([NH2:31])=[C:27]([C:34]([F:37])([F:35])[F:36])[CH:26]=2)[CH:21]=[CH:20][N:19]=1, predict the reactants needed to synthesize it. (3) Given the product [CH3:22][N:23]([CH3:24])[C:2]1[N:3]=[N:4][C:5]([O:8][CH2:9][C:10]2[C:11]([C:16]3[CH:21]=[CH:20][CH:19]=[CH:18][CH:17]=3)=[N:12][O:13][C:14]=2[CH3:15])=[CH:6][CH:7]=1, predict the reactants needed to synthesize it. The reactants are: I[C:2]1[N:3]=[N:4][C:5]([O:8][CH2:9][C:10]2[C:11]([C:16]3[CH:21]=[CH:20][CH:19]=[CH:18][CH:17]=3)=[N:12][O:13][C:14]=2[CH3:15])=[CH:6][CH:7]=1.[CH3:22][NH:23][CH3:24].